From a dataset of Catalyst prediction with 721,799 reactions and 888 catalyst types from USPTO. Predict which catalyst facilitates the given reaction. (1) Reactant: Br[CH2:2][CH2:3][O:4][C:5]1[CH:10]=[CH:9][C:8]([C:11]2[N:15]=[C:14]([C:16]3[CH:17]=[CH:18][C:19]([O:24][CH:25]([CH3:27])[CH3:26])=[C:20]([CH:23]=3)[C:21]#[N:22])[O:13][N:12]=2)=[C:7]([Cl:28])[CH:6]=1.[CH3:29][NH2:30]. Product: [Cl:28][C:7]1[CH:6]=[C:5]([O:4][CH2:3][CH2:2][NH:30][CH3:29])[CH:10]=[CH:9][C:8]=1[C:11]1[N:15]=[C:14]([C:16]2[CH:17]=[CH:18][C:19]([O:24][CH:25]([CH3:27])[CH3:26])=[C:20]([CH:23]=2)[C:21]#[N:22])[O:13][N:12]=1. The catalyst class is: 7. (2) Product: [CH3:5][CH2:4][C:3]([CH2:8][O:9][CH2:8][C:3]([CH2:6][OH:7])([CH2:1][OH:2])[CH2:4][CH3:5])([CH2:6][OH:7])[CH2:1][OH:2]. Reactant: [CH2:1]([C:3]([CH2:8][OH:9])([CH2:6][OH:7])[CH2:4][CH3:5])[OH:2]. The catalyst class is: 6.